From a dataset of Full USPTO retrosynthesis dataset with 1.9M reactions from patents (1976-2016). Predict the reactants needed to synthesize the given product. (1) Given the product [Br:1][C:2]1[CH:7]=[CH:6][C:5]([CH:8]([O:10][C:12]2[CH:17]=[CH:16][CH:15]=[CH:14][N:13]=2)[CH3:9])=[CH:4][CH:3]=1, predict the reactants needed to synthesize it. The reactants are: [Br:1][C:2]1[CH:7]=[CH:6][C:5]([CH:8]([OH:10])[CH3:9])=[CH:4][CH:3]=1.Cl[C:12]1[CH:17]=[CH:16][CH:15]=[CH:14][N:13]=1.[OH-].[K+]. (2) Given the product [CH2:1]([NH:8][C:9]([NH:11][N:12]([CH2:14][C:15]([NH:18][C@H:19]([C:28]([N:30]([C@@H:42]([CH3:50])[CH:43]([O:47][CH2:48][CH3:49])[O:44][CH2:45][CH3:46])[CH2:31][C:32]1[C:41]2[C:36](=[CH:37][CH:38]=[CH:39][CH:40]=2)[CH:35]=[CH:34][CH:33]=1)=[O:29])[CH2:20][C:21]([O:23][C:24]([CH3:27])([CH3:25])[CH3:26])=[O:22])=[O:17])[CH3:13])=[O:10])[C:2]1[CH:3]=[CH:4][CH:5]=[CH:6][CH:7]=1, predict the reactants needed to synthesize it. The reactants are: [CH2:1]([NH:8][C:9]([NH:11][N:12]([CH2:14][C:15]([OH:17])=O)[CH3:13])=[O:10])[C:2]1[CH:7]=[CH:6][CH:5]=[CH:4][CH:3]=1.[NH2:18][C@H:19]([C:28]([N:30]([C@@H:42]([CH3:50])[CH:43]([O:47][CH2:48][CH3:49])[O:44][CH2:45][CH3:46])[CH2:31][C:32]1[C:41]2[C:36](=[CH:37][CH:38]=[CH:39][CH:40]=2)[CH:35]=[CH:34][CH:33]=1)=[O:29])[CH2:20][C:21]([O:23][C:24]([CH3:27])([CH3:26])[CH3:25])=[O:22]. (3) The reactants are: C(OC(=O)[NH:7][C:8]1[CH:21]=[CH:20][C:19]2[S:18][C:17]3[C:12](=[CH:13][CH:14]=[CH:15][C:16]=3[C:22]3[O:23][C:24]([N:29]4[CH2:34][CH2:33][O:32][CH2:31][CH2:30]4)=[CH:25][C:26](=[O:28])[CH:27]=3)[CH2:11][C:10]=2[CH:9]=1)(C)(C)C.FC(F)(F)C(O)=O. Given the product [NH2:7][C:8]1[CH:9]=[C:10]2[C:19]([S:18][C:17]3[C:16]([C:22]4[O:23][C:24]([N:29]5[CH2:34][CH2:33][O:32][CH2:31][CH2:30]5)=[CH:25][C:26](=[O:28])[CH:27]=4)=[CH:15][CH:14]=[CH:13][C:12]=3[CH2:11]2)=[CH:20][CH:21]=1, predict the reactants needed to synthesize it. (4) Given the product [Cl:1][C:2]1[C:3]([NH:17][NH:18][C:25]([CH:22]2[CH2:23][CH2:24][O:19][CH2:20][CH2:21]2)=[O:26])=[N:4][C:5]2[C:10]([N:11]=1)=[CH:9][C:8]([C:12]([O:14][CH3:15])=[O:13])=[C:7]([CH3:16])[CH:6]=2, predict the reactants needed to synthesize it. The reactants are: [Cl:1][C:2]1[C:3]([NH:17][NH2:18])=[N:4][C:5]2[C:10]([N:11]=1)=[CH:9][C:8]([C:12]([O:14][CH3:15])=[O:13])=[C:7]([CH3:16])[CH:6]=2.[O:19]1[CH2:24][CH2:23][CH:22]([C:25](O)=[O:26])[CH2:21][CH2:20]1.F[P-](F)(F)(F)(F)F.Br[P+](N1CCCC1)(N1CCCC1)N1CCCC1.C(=O)([O-])O.[Na+]. (5) The reactants are: [F:1][C:2]1[CH:8]=[C:7]([F:9])[CH:6]=[CH:5][C:3]=1[NH2:4].[F:10][C:11]1[C:12]([F:24])=[C:13]([F:23])[C:14]([F:22])=[C:15]2[C:20](=O)[O:19][C:17](=[O:18])[C:16]=12. Given the product [F:1][C:2]1[CH:8]=[C:7]([F:9])[CH:6]=[CH:5][C:3]=1[N:4]1[C:17](=[O:18])[C:16]2[C:15](=[C:14]([F:22])[C:13]([F:23])=[C:12]([F:24])[C:11]=2[F:10])[C:20]1=[O:19], predict the reactants needed to synthesize it. (6) Given the product [OH:16][CH2:17][CH:18]1[CH2:19][O:20][C:2]2([CH2:5][N:4]([C:6]([O:8][CH2:9][C:10]3[CH:15]=[CH:14][CH:13]=[CH:12][CH:11]=3)=[O:7])[CH2:3]2)[O:1][CH2:21]1, predict the reactants needed to synthesize it. The reactants are: [O:1]=[C:2]1[CH2:5][N:4]([C:6]([O:8][CH2:9][C:10]2[CH:15]=[CH:14][CH:13]=[CH:12][CH:11]=2)=[O:7])[CH2:3]1.[OH:16][CH2:17][CH:18]([CH2:21]O)[CH2:19][OH:20].C1(C)C=CC(S(O)(=O)=O)=CC=1.C([O-])(O)=O.[Na+].